This data is from Peptide-MHC class II binding affinity with 134,281 pairs from IEDB. The task is: Regression. Given a peptide amino acid sequence and an MHC pseudo amino acid sequence, predict their binding affinity value. This is MHC class II binding data. (1) The peptide sequence is CIEYVTLNASQYANC. The MHC is DRB1_0701 with pseudo-sequence DRB1_0701. The binding affinity (normalized) is 0.311. (2) The peptide sequence is IDGNCDGRGKSTRST. The binding affinity (normalized) is 0. The MHC is DRB1_0701 with pseudo-sequence DRB1_0701. (3) The peptide sequence is INEPTAAAIAYGLVR. The MHC is HLA-DQA10401-DQB10402 with pseudo-sequence HLA-DQA10401-DQB10402. The binding affinity (normalized) is 0.278.